From a dataset of Peptide-MHC class II binding affinity with 134,281 pairs from IEDB. Regression. Given a peptide amino acid sequence and an MHC pseudo amino acid sequence, predict their binding affinity value. This is MHC class II binding data. (1) The peptide sequence is MASPGSGFWSFGSEDGSGDS. The MHC is HLA-DQA10301-DQB10302 with pseudo-sequence HLA-DQA10301-DQB10302. The binding affinity (normalized) is 0. (2) The peptide sequence is TLEALDYKECEWPLT. The MHC is DRB3_0301 with pseudo-sequence DRB3_0301. The binding affinity (normalized) is 0.395. (3) The peptide sequence is RVSDVSVLMKEYDVS. The MHC is DRB1_1101 with pseudo-sequence DRB1_1101. The binding affinity (normalized) is 0.478. (4) The peptide sequence is SLGYDERLNESLFVG. The MHC is DRB1_0101 with pseudo-sequence DRB1_0101. The binding affinity (normalized) is 0.726.